Predict the reaction yield, written as a fraction of the theoretical maximum amount of product (1.0 means a 100% yield; for example, 0.34 means a 34% yield). From a dataset of Reaction yield outcomes from USPTO patents with 853,638 reactions. (1) The reactants are [C:1]1([NH2:8])[CH:6]=[CH:5][CH:4]=[CH:3][C:2]=1[NH2:7].[Br:9][C:10]1[CH:17]=[CH:16][C:13]([CH:14]=O)=[CH:12][CH:11]=1.CC1C=CC(S(O)(=O)=O)=CC=1. The catalyst is C1(C)C=CC=CC=1. The product is [Br:9][C:10]1[CH:17]=[CH:16][C:13]([C:14]2[NH:8][C:1]3[CH:6]=[CH:5][CH:4]=[CH:3][C:2]=3[N:7]=2)=[CH:12][CH:11]=1. The yield is 0.645. (2) The reactants are [OH2:1].Cl[C:3]1[C:13]([N+:14]([O-:16])=[O:15])=[CH:12][CH:11]=[C:10]([Cl:17])[C:4]=1[C:5]([N:7]([CH3:9])[CH3:8])=[O:6].[H-].[Na+].Cl. The catalyst is O1CCCC1. The product is [Cl:17][C:10]1[C:4]([C:5]([N:7]([CH3:9])[CH3:8])=[O:6])=[C:3]([OH:1])[C:13]([N+:14]([O-:16])=[O:15])=[CH:12][CH:11]=1. The yield is 0.590.